This data is from Full USPTO retrosynthesis dataset with 1.9M reactions from patents (1976-2016). The task is: Predict the reactants needed to synthesize the given product. (1) Given the product [Br:1][C:2]1[CH:7]=[CH:6][C:5]([O:8][CH2:10][C:11]([C:13]2[CH:18]=[CH:17][C:16]([Cl:19])=[CH:15][C:14]=2[Cl:20])=[O:12])=[CH:4][CH:3]=1, predict the reactants needed to synthesize it. The reactants are: [Br:1][C:2]1[CH:7]=[CH:6][C:5]([OH:8])=[CH:4][CH:3]=1.Br[CH2:10][C:11]([C:13]1[CH:18]=[CH:17][C:16]([Cl:19])=[CH:15][C:14]=1[Cl:20])=[O:12].C(=O)([O-])[O-].[K+].[K+].O. (2) Given the product [CH3:13][O:14][C:15]1[CH:16]=[CH:17][C:18]([CH2:19][O:20][C:21]2[CH:22]=[C:23]([C:2]3[N:7]=[C:6]([C:8]([O:10][CH3:11])=[O:9])[CH:5]=[CH:4][C:3]=3[OH:12])[CH:24]=[CH:25][C:26]=2[Cl:27])=[CH:31][CH:32]=1, predict the reactants needed to synthesize it. The reactants are: Br[C:2]1[N:7]=[C:6]([C:8]([O:10][CH3:11])=[O:9])[CH:5]=[CH:4][C:3]=1[OH:12].[CH3:13][O:14][C:15]1[CH:32]=[CH:31][C:18]([CH2:19][O:20][C:21]2[CH:22]=[C:23](B(O)O)[CH:24]=[CH:25][C:26]=2[Cl:27])=[CH:17][CH:16]=1.C([O-])([O-])=O.[K+].[K+].Cl. (3) The reactants are: [F:1][C:2]([F:50])([F:49])[C:3]1[CH:4]=[C:5]([N:13]([CH3:48])[C:14]([N:16]([CH3:47])[C@H:17]2[C@H:21]([C:22]3[CH:27]=[CH:26][C:25]([F:28])=[CH:24][CH:23]=3)[CH2:20][N:19]([C:29]3[O:33][C:32]([CH:34]4[CH2:39][CH2:38][N:37]([C:40](OC(C)(C)C)=[O:41])[CH2:36][CH2:35]4)=[N:31][N:30]=3)[CH2:18]2)=[O:15])[CH:6]=[C:7]([C:9]([F:12])([F:11])[F:10])[CH:8]=1.Cl.[CH3:52]C(O)C. Given the product [C:40]([N:37]1[CH2:38][CH2:39][CH:34]([C:32]2[O:33][C:29]([N:19]3[CH2:20][C@@H:21]([C:22]4[CH:23]=[CH:24][C:25]([F:28])=[CH:26][CH:27]=4)[C@H:17]([N:16]([CH3:47])[C:14]([N:13]([C:5]4[CH:4]=[C:3]([C:2]([F:49])([F:1])[F:50])[CH:8]=[C:7]([C:9]([F:10])([F:12])[F:11])[CH:6]=4)[CH3:48])=[O:15])[CH2:18]3)=[N:30][N:31]=2)[CH2:35][CH2:36]1)(=[O:41])[CH3:52], predict the reactants needed to synthesize it. (4) Given the product [Cl:1][C:2]1[CH:3]=[CH:4][C:5]([C:8]2[S:16][C:15]3[C:14](=[O:17])[N:13]([C:18]4[CH:23]=[CH:22][C:21]([O:24][CH2:37][CH2:38][N:39]([CH3:46])[C:40]5[CH:45]=[CH:44][CH:43]=[CH:42][CH:41]=5)=[C:20]([O:25][CH3:26])[CH:19]=4)[CH:12]=[N:11][C:10]=3[CH:9]=2)=[CH:6][CH:7]=1, predict the reactants needed to synthesize it. The reactants are: [Cl:1][C:2]1[CH:7]=[CH:6][C:5]([C:8]2[S:16][C:15]3[C:14](=[O:17])[N:13]([C:18]4[CH:23]=[CH:22][C:21]([OH:24])=[C:20]([O:25][CH3:26])[CH:19]=4)[CH:12]=[N:11][C:10]=3[CH:9]=2)=[CH:4][CH:3]=1.C1(C)C(S(O[CH2:37][CH2:38][N:39]([CH3:46])[C:40]2[CH:45]=[CH:44][CH:43]=[CH:42][CH:41]=2)(=O)=O)=CC=CC=1.C(=O)([O-])[O-].[Cs+].[Cs+].O.C(O)C. (5) Given the product [CH3:39][N:42]([CH3:43])[C:3]([CH:2]([O:1][C:48](=[O:53])[C:49]([CH3:52])([CH3:51])[CH3:50])[C:6]1[CH:7]=[N:8][CH:9]=[C:10]([C:12]2[CH:13]=[C:14]3[C:20]([C:21]4[CH:26]=[CH:25][CH:24]=[CH:23][C:22]=4[O:27][CH3:28])=[CH:19][N:18]([S:29]([C:32]4[CH:37]=[CH:36][C:35]([CH3:38])=[CH:34][CH:33]=4)(=[O:31])=[O:30])[C:15]3=[N:16][CH:17]=2)[CH:11]=1)=[O:5], predict the reactants needed to synthesize it. The reactants are: [OH:1][CH:2]([C:6]1[CH:7]=[N:8][CH:9]=[C:10]([C:12]2[CH:13]=[C:14]3[C:20]([C:21]4[CH:26]=[CH:25][CH:24]=[CH:23][C:22]=4[O:27][CH3:28])=[CH:19][N:18]([S:29]([C:32]4[CH:37]=[CH:36][C:35]([CH3:38])=[CH:34][CH:33]=4)(=[O:31])=[O:30])[C:15]3=[N:16][CH:17]=2)[CH:11]=1)[C:3]([OH:5])=O.[CH:39]([N:42](C(C)C)[CH2:43]C)(C)C.[C:48](Cl)(=[O:53])[C:49]([CH3:52])([CH3:51])[CH3:50].CNC. (6) Given the product [CH2:13]([O:9][C:8](=[O:10])[C:7]1[CH:11]=[C:3]([CH:1]=[O:2])[CH:4]=[CH:5][C:6]=1[O:12][CH2:1][C:3]1[CH:11]=[CH:7][CH:6]=[CH:5][CH:4]=1)[C:14]1[CH:19]=[CH:18][CH:17]=[CH:16][CH:15]=1, predict the reactants needed to synthesize it. The reactants are: [CH:1]([C:3]1[CH:11]=[C:7]([C:8]([OH:10])=[O:9])[C:6]([OH:12])=[CH:5][CH:4]=1)=[O:2].[CH2:13](Br)[C:14]1[CH:19]=[CH:18][CH:17]=[CH:16][CH:15]=1.C(=O)([O-])[O-].[K+].[K+].